This data is from Acute oral toxicity (LD50) regression data from Zhu et al.. The task is: Regression/Classification. Given a drug SMILES string, predict its toxicity properties. Task type varies by dataset: regression for continuous values (e.g., LD50, hERG inhibition percentage) or binary classification for toxic/non-toxic outcomes (e.g., AMES mutagenicity, cardiotoxicity, hepatotoxicity). Dataset: ld50_zhu. (1) The rat oral LD50 is 1.97, given as -log10 of the dose in mol/kg body weight (higher means more acutely toxic). The molecule is O=c1oc2cc(Cl)ccc2n1CCl. (2) The drug is CNc1nc(C)nc(OC)n1. The rat oral LD50 is 2.59, given as -log10 of the dose in mol/kg body weight (higher means more acutely toxic). (3) The molecule is CCOC(=O)CC(=O)OC(Br)C(Cl)(Cl)Cl. The rat oral LD50 is 2.12, given as -log10 of the dose in mol/kg body weight (higher means more acutely toxic). (4) The rat oral LD50 is 1.59, given as -log10 of the dose in mol/kg body weight (higher means more acutely toxic). The molecule is CC(=O)OC(C)(C)C1CC=C(C)CC1. (5) The molecule is C=CCOC(=O)COc1ccccc1. The rat oral LD50 is 2.56, given as -log10 of the dose in mol/kg body weight (higher means more acutely toxic). (6) The compound is CCCCOC(=O)CCCOc1ccc(Cl)cc1Cl. The rat oral LD50 is 3.01, given as -log10 of the dose in mol/kg body weight (higher means more acutely toxic). (7) The compound is COc1ccc([N+](=O)[O-])cc1CNCCO. The rat oral LD50 is 3.88, given as -log10 of the dose in mol/kg body weight (higher means more acutely toxic). (8) The drug is Cc1ccc(C)c(C)c1C. The rat oral LD50 is 1.32, given as -log10 of the dose in mol/kg body weight (higher means more acutely toxic).